This data is from Reaction yield outcomes from USPTO patents with 853,638 reactions. The task is: Predict the reaction yield, written as a fraction of the theoretical maximum amount of product (1.0 means a 100% yield; for example, 0.34 means a 34% yield). The reactants are [Cl:1][C:2]1[CH:3]=[CH:4][CH:5]=[C:6]2[C:11]=1[N:10]=[C:9]([CH2:12]Cl)[N:8]([C:14]1[CH:19]=[CH:18][CH:17]=[CH:16][C:15]=1[Cl:20])[C:7]2=[O:21].O.[SH:23][C:24]1[N:32]=[CH:31][N:30]=[C:29]2[C:25]=1[NH:26][CH:27]=[N:28]2.C([O-])([O-])=O.[K+].[K+]. The catalyst is CN(C=O)C. The product is [Cl:1][C:2]1[CH:3]=[CH:4][CH:5]=[C:6]2[C:11]=1[N:10]=[C:9]([CH2:12][S:23][C:24]1[N:32]=[CH:31][N:30]=[C:29]3[C:25]=1[N:26]=[CH:27][NH:28]3)[N:8]([C:14]1[CH:19]=[CH:18][CH:17]=[CH:16][C:15]=1[Cl:20])[C:7]2=[O:21]. The yield is 0.750.